Dataset: Forward reaction prediction with 1.9M reactions from USPTO patents (1976-2016). Task: Predict the product of the given reaction. (1) Given the reactants [Br-].[CH3:2][O:3][CH2:4][P+](C1C=CC=CC=1)(C1C=CC=CC=1)C1C=CC=CC=1.[H-].[Na+].[CH:26]([C:28]1[CH:37]=[CH:36][CH:35]=[CH:34][C:29]=1[C:30]([O:32][CH3:33])=[O:31])=O, predict the reaction product. The product is: [CH3:2][O:3]/[CH:4]=[CH:26]/[C:28]1[CH:37]=[CH:36][CH:35]=[CH:34][C:29]=1[C:30]([O:32][CH3:33])=[O:31]. (2) Given the reactants Br[C:2]1[C:10]2[CH:9]=[C:8]([C:11]([F:14])([F:13])[F:12])[S:7][C:6]=2[CH:5]=[CH:4][CH:3]=1.[Mg].II.[C:18](=[O:20])=[O:19].Cl, predict the reaction product. The product is: [F:12][C:11]([F:14])([F:13])[C:8]1[S:7][C:6]2[CH:5]=[CH:4][CH:3]=[C:2]([C:18]([OH:20])=[O:19])[C:10]=2[CH:9]=1. (3) Given the reactants CO[C:3](=[O:32])[C:4]1[CH:9]=[CH:8][C:7]([O:10][CH2:11][CH2:12][N:13]([C:19]2[O:23][C:22]3[CH:24]=[CH:25][CH:26]=[C:27]([N:28]4[CH2:31][CH2:30][CH2:29]4)[C:21]=3[CH:20]=2)[C:14](=[O:18])[CH:15]=[CH:16][CH3:17])=[CH:6][CH:5]=1.[NH2:33][OH:34].CO.[ClH:37], predict the reaction product. The product is: [ClH:37].[N:28]1([C:27]2[C:21]3[CH:20]=[C:19]([N:13]([C:14](=[O:18])[CH:15]=[CH:16][CH3:17])[CH2:12][CH2:11][O:10][C:7]4[CH:6]=[CH:5][C:4]([C:3]([NH:33][OH:34])=[O:32])=[CH:9][CH:8]=4)[O:23][C:22]=3[CH:24]=[CH:25][CH:26]=2)[CH2:29][CH2:30][CH2:31]1. (4) Given the reactants [Cl:1][C:2]1[CH:3]=[CH:4][C:5]([OH:23])=[C:6]([CH:22]=1)[C:7]([NH:9][C@H:10]([C:12]1[CH:21]=[CH:20][C:15]([C:16]([O:18][CH3:19])=[O:17])=[CH:14][CH:13]=1)[CH3:11])=[O:8].[F:24][C:25]1[CH:30]=[CH:29][C:28]([CH2:31][CH2:32]O)=[CH:27][CH:26]=1.C(P(CCCC)CCCC)CCC.CN(C)C(N=NC(N(C)C)=O)=O, predict the reaction product. The product is: [Cl:1][C:2]1[CH:3]=[CH:4][C:5]([O:23][CH2:32][CH2:31][C:28]2[CH:29]=[CH:30][C:25]([F:24])=[CH:26][CH:27]=2)=[C:6]([CH:22]=1)[C:7]([NH:9][C@H:10]([C:12]1[CH:21]=[CH:20][C:15]([C:16]([O:18][CH3:19])=[O:17])=[CH:14][CH:13]=1)[CH3:11])=[O:8]. (5) Given the reactants [F:1][C:2]1[C:9]([F:10])=[CH:8][CH:7]=[C:6]([F:11])[C:3]=1[CH:4]=[O:5].[C:12]([O:19][CH3:20])(=[O:18])[CH2:13][C:14]([O:16][CH3:17])=[O:15].C([O-])([O-])=O.[K+].[K+].C(OCC)(=O)C, predict the reaction product. The product is: [CH3:17][O:16][C:14](=[O:15])[CH:13]([CH:4]([OH:5])[C:3]1[C:6]([F:11])=[CH:7][CH:8]=[C:9]([F:10])[C:2]=1[F:1])[C:12]([O:19][CH3:20])=[O:18]. (6) Given the reactants [CH3:1][O:2][C:3]1[CH:12]=[CH:11][C:10]([N:13]2[CH2:18][CH2:17][N:16]([CH3:19])[CH2:15][CH2:14]2)=[C:9]2[C:4]=1[CH2:5][CH2:6][NH:7][CH2:8]2.[CH2:20]([C:22]1[CH:27]=[CH:26][C:25]([C:28]2[CH:33]=[CH:32][C:31]([C:34](O)=[O:35])=[CH:30][CH:29]=2)=[CH:24][CH:23]=1)[CH3:21], predict the reaction product. The product is: [CH2:20]([C:22]1[CH:27]=[CH:26][C:25]([C:28]2[CH:33]=[CH:32][C:31]([C:34]([N:7]3[CH2:6][CH2:5][C:4]4[C:9](=[C:10]([N:13]5[CH2:14][CH2:15][N:16]([CH3:19])[CH2:17][CH2:18]5)[CH:11]=[CH:12][C:3]=4[O:2][CH3:1])[CH2:8]3)=[O:35])=[CH:30][CH:29]=2)=[CH:24][CH:23]=1)[CH3:21]. (7) Given the reactants [NH2:1][C:2]1[N:7]=[N:6][C:5]([N:8]2[CH2:13][CH2:12][N:11]([C:14]([C:16]3[CH:21]=[CH:20][CH:19]=[CH:18][C:17]=3[C:22]([F:25])([F:24])[F:23])=[O:15])[CH2:10][CH2:9]2)=[CH:4][CH:3]=1.C(N(CC)CC)C.[CH2:33]([S:36](Cl)(=[O:38])=[O:37])[CH2:34][CH3:35].Cl, predict the reaction product. The product is: [F:23][C:22]([F:25])([F:24])[C:17]1[CH:18]=[CH:19][CH:20]=[CH:21][C:16]=1[C:14]([N:11]1[CH2:10][CH2:9][N:8]([C:5]2[N:6]=[N:7][C:2]([NH:1][S:36]([CH2:33][CH2:34][CH3:35])(=[O:38])=[O:37])=[CH:3][CH:4]=2)[CH2:13][CH2:12]1)=[O:15].